From a dataset of Forward reaction prediction with 1.9M reactions from USPTO patents (1976-2016). Predict the product of the given reaction. (1) Given the reactants [CH2:1]([NH2:8])[C:2]1[CH:7]=[CH:6][CH:5]=[CH:4][CH:3]=1.[C@@H:9]12[CH2:16][C:15](=[O:17])[CH2:14][C@@H:13]1[CH2:12][C:11](=O)[CH2:10]2, predict the reaction product. The product is: [CH2:1]([NH:8][CH:11]1[CH2:10][CH:9]2[CH:13]([CH2:14][C:15](=[O:17])[CH2:16]2)[CH2:12]1)[C:2]1[CH:7]=[CH:6][CH:5]=[CH:4][CH:3]=1. (2) Given the reactants [O:1]1[CH2:6][CH2:5][CH2:4][CH2:3][CH:2]1[N:7]1[C:11]2=[N:12][CH:13]=[CH:14][CH:15]=[C:10]2[C:9]([CH2:16][C:17](OC)=[O:18])=[N:8]1.[H-].[H-].[H-].[H-].[Li+].[Al+3].C1COCC1.[OH-].[Na+], predict the reaction product. The product is: [O:1]1[CH2:6][CH2:5][CH2:4][CH2:3][CH:2]1[N:7]1[C:11]2=[N:12][CH:13]=[CH:14][CH:15]=[C:10]2[C:9]([CH2:16][CH2:17][OH:18])=[N:8]1. (3) Given the reactants [Cl:1][C:2]1[CH:3]=[C:4]([NH:8][CH2:9][C:10]2[C:11](=[O:21])[NH:12][C:13]3[C:18]([CH:19]=2)=[CH:17][CH:16]=[CH:15][C:14]=3[F:20])[CH:5]=[CH:6][CH:7]=1.[CH3:22][C:23]1[N:24]=[CH:25][S:26][C:27]=1[C:28](O)=[O:29], predict the reaction product. The product is: [Cl:1][C:2]1[CH:3]=[C:4]([N:8]([CH2:9][C:10]2[C:11](=[O:21])[NH:12][C:13]3[C:18]([CH:19]=2)=[CH:17][CH:16]=[CH:15][C:14]=3[F:20])[C:28]([C:27]2[S:26][CH:25]=[N:24][C:23]=2[CH3:22])=[O:29])[CH:5]=[CH:6][CH:7]=1. (4) Given the reactants Br[C:2]1[CH:10]=[CH:9][C:5]([C:6]([OH:8])=[O:7])=[CH:4][CH:3]=1.S(=O)(=O)(O)O.[NH:16]1[CH2:21][CH2:20][NH:19][CH2:18][CH2:17]1.C(=O)([O-])[O-].[K+].[K+].[I-].[K+].[CH2:30](O)[CH3:31], predict the reaction product. The product is: [CH2:30]([O:8][C:6](=[O:7])[C:5]1[CH:9]=[CH:10][C:2]([N:16]2[CH2:21][CH2:20][NH:19][CH2:18][CH2:17]2)=[CH:3][CH:4]=1)[CH3:31]. (5) Given the reactants O[C:2]1[CH:7]=[CH:6][CH:5]=[CH:4][N:3]=1.[C:8]([O:12][C:13](=[O:41])[NH:14][C@H:15]([C@@H:34]1[CH2:38][C@@H:37]([CH3:39])[C:36](=[O:40])[O:35]1)[CH2:16][N:17]1[CH2:22][C:21](=[O:23])[N:20]([C:24]2[CH:29]=[C:28]([F:30])[CH:27]=[CH:26][C:25]=2[CH3:31])[CH2:19][C:18]1([CH3:33])[CH3:32])([CH3:11])([CH3:10])[CH3:9].O, predict the reaction product. The product is: [C:8]([O:12][C:13](=[O:41])[NH:14][C@@H:15]([CH2:16][N:17]1[CH2:22][C:21](=[O:23])[N:20]([C:24]2[CH:29]=[C:28]([F:30])[CH:27]=[CH:26][C:25]=2[CH3:31])[CH2:19][C:18]1([CH3:33])[CH3:32])[C@@H:34]([OH:35])[CH2:38][C@H:37]([C:36](=[O:40])[NH:3][CH:4]1[CH2:2][CH2:7][CH2:6][CH2:5]1)[CH3:39])([CH3:11])([CH3:10])[CH3:9]. (6) The product is: [C:1]1([C:7](=[O:8])[CH:9]([C:10]2[CH:11]=[CH:12][CH:13]=[CH:14][CH:15]=2)[CH3:16])[CH:2]=[CH:3][CH:4]=[CH:5][CH:6]=1. Given the reactants [C:1]1([C:7]([CH2:9][C:10]2[CH:15]=[CH:14][CH:13]=[CH:12][CH:11]=2)=[O:8])[CH:6]=[CH:5][CH:4]=[CH:3][CH:2]=1.[CH3:16]C(C)([O-])C.[K+], predict the reaction product. (7) Given the reactants [N:1]1[C:9]2[C:4](=[N:5][CH:6]=[CH:7][CH:8]=2)[S:3][C:2]=1[C:10]1[CH:16]=[CH:15][CH:14]=[CH:13][C:11]=1[NH2:12].C(N(CC)C(C)C)(C)C.[Cl:26][C:27]1[N:32]=[C:31]([C:33]2[CH:38]=[CH:37][CH:36]=[CH:35][CH:34]=2)[N:30]=[C:29]([C:39](Cl)=[O:40])[CH:28]=1, predict the reaction product. The product is: [Cl:26][C:27]1[N:32]=[C:31]([C:33]2[CH:38]=[CH:37][CH:36]=[CH:35][CH:34]=2)[N:30]=[C:29]([C:39]([NH:12][C:11]2[CH:13]=[CH:14][CH:15]=[CH:16][C:10]=2[C:2]2[S:3][C:4]3[C:9]([N:1]=2)=[CH:8][CH:7]=[CH:6][N:5]=3)=[O:40])[CH:28]=1. (8) The product is: [OH:28][CH2:27][C:26]([NH:25][C:4]([C:6]1[C:7]2[S:15][CH:14]=[C:13]([CH2:16][O:17][C:18]3[CH:19]=[CH:20][C:21]([Br:24])=[CH:22][CH:23]=3)[C:8]=2[C:9]([NH2:12])=[N:10][CH:11]=1)=[O:5])([CH3:30])[CH3:29]. Given the reactants C(O[C:4]([C:6]1[C:7]2[S:15][CH:14]=[C:13]([CH2:16][O:17][C:18]3[CH:23]=[CH:22][C:21]([Br:24])=[CH:20][CH:19]=3)[C:8]=2[C:9]([NH2:12])=[N:10][CH:11]=1)=[O:5])C.[NH2:25][C:26]([CH3:30])([CH3:29])[CH2:27][OH:28], predict the reaction product. (9) Given the reactants C(OC(=O)[NH:7][C:8]1[CH:13]=[C:12]([CH3:14])[C:11]([CH2:15][NH:16][C:17]2[C:18]3[N:25]=[C:24]([CH2:26][C:27]4[C:32]([Cl:33])=[CH:31][CH:30]=[CH:29][C:28]=4[Cl:34])[O:23][C:19]=3[N:20]=[CH:21][N:22]=2)=[C:10]([CH3:35])[N:9]=1)(C)(C)C.C(O)(C(F)(F)F)=O, predict the reaction product. The product is: [NH2:7][C:8]1[N:9]=[C:10]([CH3:35])[C:11]([CH2:15][NH:16][C:17]2[C:18]3[N:25]=[C:24]([CH2:26][C:27]4[C:32]([Cl:33])=[CH:31][CH:30]=[CH:29][C:28]=4[Cl:34])[O:23][C:19]=3[N:20]=[CH:21][N:22]=2)=[C:12]([CH3:14])[CH:13]=1. (10) The product is: [F:11][C:5]1[CH:4]=[CH:3][C:2]([C:31]2[CH:30]=[CH:29][C:28]3[C:33](=[CH:34][CH:35]=[C:26]([O:25][CH3:24])[CH:27]=3)[CH:32]=2)=[CH:10][C:6]=1[C:7]([OH:9])=[O:8]. Given the reactants Br[C:2]1[CH:3]=[CH:4][C:5]([F:11])=[C:6]([CH:10]=1)[C:7]([OH:9])=[O:8].COCCOC.C(=O)([O-])[O-].[Na+].[Na+].[CH3:24][O:25][C:26]1[CH:27]=[C:28]2[C:33](=[CH:34][CH:35]=1)[CH:32]=[C:31](B(O)O)[CH:30]=[CH:29]2, predict the reaction product.